This data is from Catalyst prediction with 721,799 reactions and 888 catalyst types from USPTO. The task is: Predict which catalyst facilitates the given reaction. (1) Reactant: [CH:1]([NH:4][C:5]1[C:10]([C:11](O)=[O:12])=[CH:9][N:8]=[C:7]([S:14][CH3:15])[N:6]=1)([CH3:3])[CH3:2].C1C=CC2N(O)N=[N:22]C=2C=1.C(Cl)CCl.[OH-].[NH4+]. Product: [CH:1]([NH:4][C:5]1[C:10]([C:11]([NH2:22])=[O:12])=[CH:9][N:8]=[C:7]([S:14][CH3:15])[N:6]=1)([CH3:3])[CH3:2]. The catalyst class is: 577. (2) Reactant: [Cl:1][C:2]1[C:3]([F:43])=[C:4]([CH:40]=[CH:41][CH:42]=1)[CH2:5][NH:6][C:7]([C@@H:9]1[CH2:13][C@@H:12]([F:14])[CH2:11][N:10]1[C:15](=[O:39])[CH2:16][N:17]1[C:25]2[C:20](=[CH:21][CH:22]=[C:23]([P:26]([O:31][CH2:32][CH3:33])([O:28][CH2:29][CH3:30])=[O:27])[CH:24]=2)[C:19]([C:34]([O:36]CC)=[O:35])=[N:18]1)=[O:8].[Li+].[OH-]. Product: [Cl:1][C:2]1[C:3]([F:43])=[C:4]([CH:40]=[CH:41][CH:42]=1)[CH2:5][NH:6][C:7]([C@@H:9]1[CH2:13][C@@H:12]([F:14])[CH2:11][N:10]1[C:15](=[O:39])[CH2:16][N:17]1[C:25]2[C:20](=[CH:21][CH:22]=[C:23]([P:26]([O:28][CH2:29][CH3:30])([O:31][CH2:32][CH3:33])=[O:27])[CH:24]=2)[C:19]([C:34]([OH:36])=[O:35])=[N:18]1)=[O:8]. The catalyst class is: 200. (3) Product: [CH2:2]([C:4]1[CH:9]=[CH:8][CH:7]=[CH:6][C:5]=1[N:10]1[C:5]([NH2:10])=[CH:4][C:2]([CH3:3])=[N:11]1)[CH3:3]. The catalyst class is: 33. Reactant: Cl.[CH2:2]([C:4]1[CH:9]=[CH:8][CH:7]=[CH:6][C:5]=1[NH:10][NH2:11])[CH3:3].[OH-].[Na+]. (4) Reactant: [CH3:1][CH:2]([C:5]1[C:9]([CH2:10][CH2:11][C:12](OCC)=[O:13])=[CH:8][N:7]([C:17]2[CH:22]=[CH:21][C:20]([C:23]([F:26])([F:25])[F:24])=[CH:19][N:18]=2)[N:6]=1)[CH2:3][CH3:4].[H-].C([Al+]CC(C)C)C(C)C.Cl. Product: [CH3:1][CH:2]([C:5]1[C:9]([CH2:10][CH2:11][CH2:12][OH:13])=[CH:8][N:7]([C:17]2[CH:22]=[CH:21][C:20]([C:23]([F:26])([F:24])[F:25])=[CH:19][N:18]=2)[N:6]=1)[CH2:3][CH3:4]. The catalyst class is: 188. (5) Reactant: [CH3:1][CH2:2][N:3]([C:6]([C:8]1([C:13]2[CH:14]=[CH:15][CH:16]=[CH:17][CH:18]=2)[CH:10]([CH2:11][NH2:12])[CH2:9]1)=[O:7])[CH2:4][CH3:5].Cl.Cl.[OH-].[Na+]. Product: [CH3:5][CH2:4][N:3]([C:6]([C:8]1([C:13]2[CH:14]=[CH:15][CH:16]=[CH:17][CH:18]=2)[CH:10]([CH2:11][NH2:12])[CH2:9]1)=[O:7])[CH2:2][CH3:1]. The catalyst class is: 4.